Dataset: Reaction yield outcomes from USPTO patents with 853,638 reactions. Task: Predict the reaction yield, written as a fraction of the theoretical maximum amount of product (1.0 means a 100% yield; for example, 0.34 means a 34% yield). (1) The reactants are [NH2:1][C:2]1[CH:10]=[CH:9][C:5]2[N:6]=[CH:7][S:8][C:4]=2[CH:3]=1.Cl[O:12][C:13]([CH3:16])(C)C.CC[C:19](OCC)=[S:20].C(N(CC)CC)C. The catalyst is ClCCl.C1COCC1. The product is [CH3:19][S:20][CH:16]1[C:3]2[C:2](=[CH:10][CH:9]=[C:5]3[C:4]=2[S:8][CH:7]=[N:6]3)[NH:1][C:13]1=[O:12]. The yield is 0.790. (2) The reactants are C(OC(=O)[NH:7][C:8]1([CH2:16][N:17]2[C:25]3[C:20](=[C:21]([C:26]4[N:30]=[C:29]([C:31]56[CH2:40][CH:35]7[CH2:36][CH:37]([CH2:39][CH:33]([CH2:34]7)[CH2:32]5)[CH2:38]6)[O:28][N:27]=4)[CH:22]=[CH:23][CH:24]=3)[CH2:19][CH2:18]2)[CH2:13][O:12]C(C)(C)[O:10][CH2:9]1)(C)(C)C.C(OC1C=C(C2ON=C(C3C=CC=C4C=3CCN4CC3(NC(=O)OC(C)(C)C)COC(C)(C)OC3)N=2)C=CC=1OCC)C. No catalyst specified. The product is [NH2:7][C:8]([CH2:16][N:17]1[C:25]2[C:20](=[C:21]([C:26]3[N:30]=[C:29]([C:31]45[CH2:40][CH:35]6[CH2:34][CH:33]([CH2:39][CH:37]([CH2:36]6)[CH2:38]4)[CH2:32]5)[O:28][N:27]=3)[CH:22]=[CH:23][CH:24]=2)[CH2:19][CH2:18]1)([CH2:13][OH:12])[CH2:9][OH:10]. The yield is 0.780.